This data is from Reaction yield outcomes from USPTO patents with 853,638 reactions. The task is: Predict the reaction yield, written as a fraction of the theoretical maximum amount of product (1.0 means a 100% yield; for example, 0.34 means a 34% yield). (1) The product is [CH2:1]([O:8][C:9]1[CH:10]=[C:11]([CH:27]=[CH:28][CH:29]=1)[CH2:12][O:13][C:14]1[C:19]2[CH:20]=[C:21]([C:23](=[O:25])[CH3:24])[O:22][C:18]=2[CH:17]=[C:16]([O:26][Si:38]([C:39]([CH3:30])([CH3:44])[CH3:40])([CH3:46])[CH3:45])[CH:15]=1)[C:2]1[CH:3]=[CH:4][CH:5]=[CH:6][CH:7]=1. The yield is 0.760. The reactants are [CH2:1]([O:8][C:9]1[CH:10]=[C:11]([CH:27]=[CH:28][CH:29]=1)[CH2:12][O:13][C:14]1[C:19]2[CH:20]=[C:21]([C:23](=[O:25])[CH3:24])[O:22][C:18]=2[CH:17]=[C:16]([OH:26])[CH:15]=1)[C:2]1[CH:7]=[CH:6][CH:5]=[CH:4][CH:3]=1.[CH2:30](N(CC)CC)C.Cl[Si:38]([CH3:46])([CH3:45])[C:39]1[CH:44]=CC=C[CH:40]=1. The catalyst is ClCCl. (2) The reactants are [N:1]1[C:6]2[CH:7]=[CH:8][NH:9][C:5]=2[C:4]([O:10][C:11]2[CH:16]=[CH:15][C:14]([NH2:17])=[CH:13][C:12]=2[F:18])=[N:3][CH:2]=1.[CH:19]1[CH:24]=CC(P(C2C=CC=CC=2)C2C=CC=CC=2)=C[CH:20]=1.CCOC(/N=N/C(OCC)=O)=O.C(O)(C)C.Cl. The catalyst is C1COCC1.CO.C(Cl)Cl.CCOC(C)=O.CCCCCC. The product is [F:18][C:12]1[CH:13]=[C:14]([NH2:17])[CH:15]=[CH:16][C:11]=1[O:10][C:4]1[C:5]2[N:9]([CH:19]([CH3:24])[CH3:20])[CH:8]=[CH:7][C:6]=2[N:1]=[CH:2][N:3]=1. The yield is 0.310.